From a dataset of Full USPTO retrosynthesis dataset with 1.9M reactions from patents (1976-2016). Predict the reactants needed to synthesize the given product. (1) Given the product [Br:1][C:2]1[CH:3]=[CH:4][C:5]([NH:12][C:13]2[C:18]([O:19][CH3:20])=[CH:17][C:16]([C:21]3[CH:26]=[CH:25][C:24]([Cl:27])=[C:23]([CH3:28])[CH:22]=3)=[C:15]([F:29])[CH:14]=2)=[C:6]([CH2:7][OH:8])[CH:11]=1, predict the reactants needed to synthesize it. The reactants are: [Br:1][C:2]1[CH:3]=[CH:4][C:5]([NH:12][C:13]2[C:18]([O:19][CH3:20])=[CH:17][C:16]([C:21]3[CH:26]=[CH:25][C:24]([Cl:27])=[C:23]([CH3:28])[CH:22]=3)=[C:15]([F:29])[CH:14]=2)=[C:6]([CH:11]=1)[C:7](OC)=[O:8].C(OCC)C.[H-].[Al+3].[Li+].[H-].[H-].[H-].[OH-].[Na+]. (2) Given the product [Br:1][C:2]1[CH:7]=[CH:6][C:5]([C:34]2[C:33]3[C:37](=[CH:38][C:30]([S:27]([NH:26][C:49]4[S:53][N:52]=[CH:51][N:50]=4)(=[O:28])=[O:29])=[CH:31][CH:32]=3)[N:36]([CH3:39])[CH:35]=2)=[C:4]([C:9]([F:12])([F:11])[F:10])[CH:3]=1, predict the reactants needed to synthesize it. The reactants are: [Br:1][C:2]1[CH:7]=[CH:6][C:5](I)=[C:4]([C:9]([F:12])([F:11])[F:10])[CH:3]=1.P([O-])([O-])([O-])=O.[K+].[K+].[K+].COC1C=C(OC)C=CC=1C[N:26]([C:49]1[S:53][N:52]=[CH:51][N:50]=1)[S:27]([C:30]1[CH:38]=[C:37]2[C:33]([C:34](B3OC(C)(C)C(C)(C)O3)=[CH:35][N:36]2[CH3:39])=[CH:32][CH:31]=1)(=[O:29])=[O:28].C(O)(C(F)(F)F)=O.